This data is from Forward reaction prediction with 1.9M reactions from USPTO patents (1976-2016). The task is: Predict the product of the given reaction. (1) Given the reactants [C:1]([O:11][C:12]([CH3:15])([CH3:14])[CH3:13])(=[O:10])[CH2:2][C:3]([O:5][C:6]([CH3:9])([CH3:8])[CH3:7])=[O:4].Cl[CH2:17][C:18]([O:20][CH2:21][CH3:22])=[O:19], predict the reaction product. The product is: [CH:2]([C:3]([O:5][C:6]([CH3:7])([CH3:8])[CH3:9])=[O:4])([C:1]([O:11][C:12]([CH3:15])([CH3:14])[CH3:13])=[O:10])[CH2:17][C:18]([O:20][CH2:21][CH3:22])=[O:19]. (2) Given the reactants [CH3:1][C@@H:2]1[C@H:6]([OH:7])[C@@H:5]([CH2:8][OH:9])[O:4][C@H:3]1[N:10]1[CH:17]=[CH:16][C:14](=[O:15])[NH:13][C:11]1=[S:12].[CH3:18][O:19][C:20]1[CH:41]=[CH:40][C:23]([C:24](Cl)([C:33]2[CH:38]=[CH:37][CH:36]=[CH:35][CH:34]=2)[C:25]2[CH:30]=[CH:29][C:28]([O:31][CH3:32])=[CH:27][CH:26]=2)=[CH:22][CH:21]=1, predict the reaction product. The product is: [CH3:32][O:31][C:28]1[CH:27]=[CH:26][C:25]([C:24]([O:9][CH2:8][C@H:5]2[O:4][C@@H:3]([N:10]3[CH:17]=[CH:16][C:14](=[O:15])[NH:13][C:11]3=[S:12])[C@H:2]([CH3:1])[C@@H:6]2[OH:7])([C:33]2[CH:34]=[CH:35][CH:36]=[CH:37][CH:38]=2)[C:23]2[CH:40]=[CH:41][C:20]([O:19][CH3:18])=[CH:21][CH:22]=2)=[CH:30][CH:29]=1. (3) Given the reactants C1(P(C2CCCCC2)C2C=CC=CC=2C2C(C(C)C)=CC(C(C)C)=CC=2C(C)C)CCCCC1.[O:35]1[CH2:40][CH2:39][N:38]([C:41]2[C:46]([NH2:47])=[CH:45][C:44]([N:48]3[CH2:53][CH2:52][O:51][CH2:50][CH2:49]3)=[CH:43][N:42]=2)[CH2:37][CH2:36]1.Cl[C:55]1[C:64]2[C:59](=[C:60]([C:65]3[CH:70]=[CH:69][CH:68]=[CH:67][N:66]=3)[CH:61]=[CH:62][CH:63]=2)[N:58]=[C:57]([C:71]2[CH:76]=[CH:75][CH:74]=[CH:73][N:72]=2)[C:56]=1[CH3:77].CC(C)([O-])C.[Na+], predict the reaction product. The product is: [N:38]1([C:41]2[C:46]([NH:47][C:55]3[C:64]4[C:59](=[C:60]([C:65]5[CH:70]=[CH:69][CH:68]=[CH:67][N:66]=5)[CH:61]=[CH:62][CH:63]=4)[N:58]=[C:57]([C:71]4[CH:76]=[CH:75][CH:74]=[CH:73][N:72]=4)[C:56]=3[CH3:77])=[CH:45][C:44]([N:48]3[CH2:49][CH2:50][O:51][CH2:52][CH2:53]3)=[CH:43][N:42]=2)[CH2:39][CH2:40][O:35][CH2:36][CH2:37]1. (4) Given the reactants Cl[C:2]1[NH:3][C:4](=[O:12])[C:5]2[C:10]([CH:11]=1)=[CH:9][CH:8]=[CH:7][CH:6]=2.[CH3:13][N:14]([CH3:20])[CH:15]1[CH2:19][CH2:18][NH:17][CH2:16]1, predict the reaction product. The product is: [CH3:13][N:14]([CH3:20])[CH:15]1[CH2:19][CH2:18][N:17]([C:2]2[NH:3][C:4](=[O:12])[C:5]3[C:10]([CH:11]=2)=[CH:9][CH:8]=[CH:7][CH:6]=3)[CH2:16]1. (5) The product is: [C:25]([C:27]1[CH:28]=[C:29]2[C:34](=[CH:35][CH:36]=1)[N:33]=[C:32]([N:37]1[CH:41]=[C:40]([C:42]([O:44][CH2:45][CH3:46])=[O:43])[CH:39]=[N:38]1)[NH:31][C:30]2=[O:47])#[CH:26]. Given the reactants C(C1C=CC(N)=CC=1)#C.C(C1C=CC=C(C(C)(C)C)N=1)(C)(C)C.Cl[C:25]([C:27]1[CH:28]=[C:29]2[C:34](=[CH:35][CH:36]=1)[N:33]=[C:32]([N:37]1[CH:41]=[C:40]([C:42]([O:44][CH2:45][CH3:46])=[O:43])[CH:39]=[N:38]1)[NH:31][C:30]2=[O:47])=[CH2:26], predict the reaction product.